From a dataset of Reaction yield outcomes from USPTO patents with 853,638 reactions. Predict the reaction yield, written as a fraction of the theoretical maximum amount of product (1.0 means a 100% yield; for example, 0.34 means a 34% yield). (1) The reactants are [CH2:1]1[CH2:10][O:9][C:8]2[CH:7]=[CH:6][C:5]([NH:11][C:12]3[C:17]([F:18])=[CH:16][N:15]=[C:14]([NH:19][C:20]4[CH:25]=[CH:24][CH:23]=[C:22](O)[CH:21]=4)[N:13]=3)=[CH:4][C:3]=2[O:2]1.ClC1N=C(NC2C=CC3OCCOC=3C=2)C(F)=CN=1.[CH2:46]([N:53]1[CH2:58][CH2:57][N:56](C2C=CC(N)=CC=2)[CH2:55][CH2:54]1)[C:47]1[CH:52]=[CH:51][CH:50]=[CH:49][CH:48]=1. No catalyst specified. The product is [CH2:46]([N:53]1[CH2:58][CH2:57][N:56]([C:23]2[CH:22]=[CH:21][C:20]([NH:19][C:14]3[N:13]=[C:12]([NH:11][C:5]4[CH:6]=[CH:7][C:8]5[O:9][CH2:10][CH2:1][O:2][C:3]=5[CH:4]=4)[C:17]([F:18])=[CH:16][N:15]=3)=[CH:25][CH:24]=2)[CH2:55][CH2:54]1)[C:47]1[CH:48]=[CH:49][CH:50]=[CH:51][CH:52]=1. The yield is 0.330. (2) The reactants are [C:1]([NH:4][CH2:5][C:6]([OH:8])=O)(=[O:3])[CH3:2].CCN=C=[N:13][CH2:14][CH2:15][CH2:16]N(C)C.Cl.C(N)C#C. The catalyst is CN(C1C=CN=CC=1)C.C(Cl)Cl. The product is [C:1]([NH:4][CH2:5][C:6]([NH:13][CH2:14][C:15]#[CH:16])=[O:8])(=[O:3])[CH3:2]. The yield is 0.830. (3) The reactants are C1(C(C2C=CC=CC=2)([C@@H]2CCCN2)O)C=CC=CC=1.B(OC)(OC)OC.B.C(N(CC)C1C=CC=CC=1)C.[N+:39]([C:42]1[CH:47]=[CH:46][C:45]([C:48](=[O:62])[CH2:49][CH2:50][C:51]([C:53]2[CH:58]=[CH:57][C:56]([N+:59]([O-:61])=[O:60])=[CH:55][CH:54]=2)=[O:52])=[CH:44][CH:43]=1)([O-:41])=[O:40].B.CO.Cl. The yield is 0.610. The catalyst is C(OCC)(=O)C.C1COCC1. The product is [N+:39]([C:42]1[CH:47]=[CH:46][C:45]([C@H:48]([OH:62])[CH2:49][CH2:50][C@H:51]([C:53]2[CH:58]=[CH:57][C:56]([N+:59]([O-:61])=[O:60])=[CH:55][CH:54]=2)[OH:52])=[CH:44][CH:43]=1)([O-:41])=[O:40]. (4) The reactants are [F:1][CH2:2][CH2:3][O:4][CH2:5][CH2:6][O:7][CH2:8][CH2:9][O:10][C:11]1[CH:23]=[C:22]2[C:14]([C:15]3[CH:16]=[CH:17][C:18]([NH2:24])=[CH:19][C:20]=3[NH:21]2)=[CH:13][CH:12]=1.[CH2:25]=O.C[O-].[Na+].[BH4-].[Na+]. The catalyst is CO. The product is [F:1][CH2:2][CH2:3][O:4][CH2:5][CH2:6][O:7][CH2:8][CH2:9][O:10][C:11]1[CH:23]=[C:22]2[C:14]([C:15]3[CH:16]=[CH:17][C:18]([NH:24][CH3:25])=[CH:19][C:20]=3[NH:21]2)=[CH:13][CH:12]=1. The yield is 0.560. (5) The reactants are [OH:1][C:2]1[CH:3]=[C:4]([CH:9]=[CH:10][C:11]=1I)[C:5]([O:7][CH3:8])=[O:6].[CH3:13][Si:14]([C:17]#[CH:18])([CH3:16])[CH3:15]. The catalyst is C1COCC1.C(Cl)(Cl)Cl.Cl[Pd](Cl)([P](C1C=CC=CC=1)(C1C=CC=CC=1)C1C=CC=CC=1)[P](C1C=CC=CC=1)(C1C=CC=CC=1)C1C=CC=CC=1. The product is [OH:1][C:2]1[CH:3]=[C:4]([CH:9]=[CH:10][C:11]=1[C:18]#[C:17][Si:14]([CH3:16])([CH3:15])[CH3:13])[C:5]([O:7][CH3:8])=[O:6]. The yield is 0.910. (6) The reactants are [N:1]1[CH:6]=[CH:5][CH:4]=[CH:3][C:2]=1[CH:7]=[CH:8][CH2:9][CH2:10][C:11]([O:13][CH2:14][CH3:15])=[O:12].C([O-])=O.[NH4+]. The catalyst is C(O)C.O.[C].[Pd]. The product is [N:1]1[CH:6]=[CH:5][CH:4]=[CH:3][C:2]=1[CH2:7][CH2:8][CH2:9][CH2:10][C:11]([O:13][CH2:14][CH3:15])=[O:12]. The yield is 0.940.